From a dataset of PAMPA (Parallel Artificial Membrane Permeability Assay) permeability data from NCATS. Regression/Classification. Given a drug SMILES string, predict its absorption, distribution, metabolism, or excretion properties. Task type varies by dataset: regression for continuous measurements (e.g., permeability, clearance, half-life) or binary classification for categorical outcomes (e.g., BBB penetration, CYP inhibition). Dataset: pampa_ncats. (1) The compound is CC1=CC(=C(N1C2=CC=C(C=C2)F)C)C3=NN=C4N3CCCCC4. The result is 1 (high permeability). (2) The compound is CC1=C(C=C(C=C1)S(=O)(=O)NC2=CC=C(C=C2)OC)C(=O)NC3=CC4=C(C=C3)OC(=N4)C. The result is 1 (high permeability). (3) The compound is CN1C(=NN=N1)SCCNCC2=C(C(=CC=C2)OC)OCC3=C(C=C(C=C3)Cl)Cl. The result is 1 (high permeability). (4) The result is 1 (high permeability). The compound is CC1=CC(=NC=C1)N=C(N)N2CCN(CC2)C3=CC=CC(=C3)C(F)(F)F. (5) The molecule is C1COCCN1S(=O)(=O)C2=CC=C(C=C2)C(=O)NC3=CC(=C(C=C3)Cl)S(=O)(=O)N4CCOCC4. The result is 1 (high permeability).